This data is from B-cell epitopes from IEDB database with 3,159 antigens for binding position prediction. The task is: Token-level Classification. Given an antigen amino acid sequence, predict which amino acid positions are active epitope sites capable of antibody binding. Output is a list of indices for active positions. (1) Given the antigen sequence: EFRDNVRSKGVTLRAAQQGPPSISDFTIEGGTELTIGNTYPITITLSPSSDLADCFYAFDTETQHTFPGDAASKSQCTELLGNSDKTEYTAKLQASGSAGSFNLFIQVVDREGRDNVRSKGVTLRAAQQGEF, which amino acid positions are active epitope sites? The epitope positions are: [108, 109, 110, 111, 112, 113, 114, 115, 116, 117, 118, 119, 120, 121]. The amino acids at these positions are: VDREGRDNVRSKGV. (2) The epitope positions are: [69, 70, 71, 72, 73, 74, 75, 76]. The amino acids at these positions are: YPYLKDGK. Given the antigen sequence: MRKGKIILGSVMMSMAIVMAGNDVRAHDDVSALETGGAGYFYVGLDYSPAFSKIRDFSIRESNGETKAVYPYLKDGKSVKLESHKFDWNTPDPRIGFKDNMLVAMEGSVGYGIGGARVELEIGYERFKTKGIRDSGSKEDEADTVYLLAKELAYDVVTGQTDNLAAALAKTSGKDIVQFAKAVEISNSGIGKKVCETKRKDGDTTNRFAKYIVGAGDSSNAGTSLCGGKNQKSSDTDTGVEKAQALHDFVSNTLSDGTKNWPTSSETSKSNNDNAKAVAGDLTKKLTPEEKTIVAGLLAKTIEGGEVVEIRAVSSTSVMVNACYDLLSEGLGVVPYACVGLGGNFVGVVDGHITPKLAYRLKAGLSYQLSPEISAFAGGFYHRVVGDGVYDDLPAQRLVDDTSPAGRTKDTAIANFSMAYVGGEFGVRFAF, which amino acid positions are active epitope sites? (3) Given the antigen sequence: MSYQITINNNTTSNVQNIVIADPNLASLGENVVFSDSQGPLSSLYVYDGVWVIKLRSPLSPGQSITITASSGTPNIDPTIALYYNNGSSYSNLTLVGSPTVSIVQDFGGYAISAYASGDFFLVASPTGFTPSSSRLLVVDRWATTPTSLDAVGLRLYADTNDWFGVVRKYVNGAQNVSIEQKISGTYSVVNEIDISQFAAFTDPLVMYLSINGSTANVKVYKQGSNIGTVSGNYSTTPYGNPSMAGYGTVDKHYANFIVLPYEPDPQVTVTPISSPSPTPTPTPTPTPTPTPTPTPTPTPTPTPTPTPTPTPTPTPTPTPTPTPTPTPTPTPTPTPTPTPTPTPTPTPTPTPTPTPTPTPTPTPTPTYDITYVVFDVTPSPTPTPTPTPTPTPTPTPTPTPTPTPTPTPTPTPTPTPTPTPTPTPTPTPTPTPTPTYDITYVIFDVTPSPTPTPTPTPTPTPTPTPTSTTSSNI, which amino acid positions are active epitope sites? The epitope positions are: [360, 361, 362, 363, 364, 365, 366, 367, 368, 369, 370, 371, 372, 373, 374, 375, 376, 377, 378, 379... (23 total positions)]. The amino acids at these positions are: TPTPTPTYDITYVVFDVTPSPTP. (4) Given the antigen sequence: AEEAFDLWNECAKACVLDLKDGVRSSRMSVDPAIADTNGQGVLHYSMVLEGGNDALKLAIDNALSITSDGLTIRLEGGVEPNKPVRYSYTRQARGSWSLNWLVPIGHEKPSNIKVFIHELNAGNQLSHMSPIYTIEMGDELLAKLARDATFFVRAHESNEMQPTLAISHAGVSVVMAQAQPRREKRWSEWASGKVLCLLDPLDGVYNYLAQQRCNLDDTWEGKIYRVLAGNPAKHDLDIKPTVISHRLHFPEGGSLAALTAHQACHLPLETFTRHRQPRGWEQLEQCGYPVQRLVALYLAARLSWNQVDQVIRNALASPGSGGDLGEAIREQPEQARLALTLAAAESERFVRQGTGNDEAGAANADVVSLTCPVAAGECAGPADSGDALLERNYPTGAEFLGDGGDVSFSTRGTQNWTVERLLQAHRQLEERGYVFVGYHGTFLEAAQSIVFGGVRARSQDLDAIWRGFYIAGDPALAYGYAQDQEPDARGRIRNGALLR..., which amino acid positions are active epitope sites? The epitope positions are: [232, 233, 234, 235, 236, 237, 238, 239, 240, 241]. The amino acids at these positions are: AKHDLDIKPT. (5) Given the antigen sequence: MKIIFFLCSFLFFIINTQCVTHESYQELVKKLEALEDAVLTGYGLFHKEKMILNEEEITTKGASAQSGTSGTSGTSGTSGTSGTSGTSAQSGTSGTSAQSGTSGTSAQSGTSGTSGTSGTSPSSRSNTLPRSNTSSGASPPADASDSDAKSYADLKHRVRNYLFTIKELKYPELFDLTNHMLTLCDNIHGFKYLIDGYEEINELLYKLNFYFDLLRAKLNDVCANDYCQIPFNLKIRANELDVLKKLVFGYRKPLDNIKDNVGKMEDYIKKNKTTIANINELIEGSKKTIDQNKNADNEEGKKKLYQAQYDLSIYNKQLEEAHNLISVLEKRIDTLKKNENIKELLDKINEIKNPPPANSGNTPNTLLDKNKKIEEHEEKIKEIAKTIKFNIDSLFTDPLELEYYLREKNKKVDVTPKSQDPTKSVQIPKVPYPNGIVYPLPLTDIHNSLAADNDKNSYGDLMNPDTKEKINEKIITDNKERKIFINNIKKQIDLEEKKI..., which amino acid positions are active epitope sites? The epitope positions are: [87, 88, 89, 90, 91, 92, 93, 94, 95, 96, 97, 98]. The amino acids at these positions are: SAQSGTSGTSAQ. (6) Given the antigen sequence: MKAQKGFTLIELMIVVAIIGILAAIAIPQYQDYTARTQVTRAVSEVSALKTAAESAILEGKEIVSSATPKDTQYDIGFTESTLLDGSGKSQIQVTDNKDGTVELVATLGKSSGSAIKGAVITVSRKNDGVWNCKITKTPTAWKPNYAPANCPKS, which amino acid positions are active epitope sites? The epitope positions are: [131, 132, 133, 134, 135, 136, 137, 138, 139, 140, 141, 142, 143, 144, 145, 146, 147, 148, 149, 150... (23 total positions)]. The amino acids at these positions are: NCKITKTPTAWKPNYAPANCPKS. (7) The epitope positions are: [33, 34, 35, 36, 37, 38]. The amino acids at these positions are: VYLLPR. Given the antigen sequence: MSTNPKPQRQTKRNTNRRPQDVKFPGGGQIVGGVYLLPRRGPRLGVRAIRKTSERSQPRGRRQPIPKARQPEGRAWAQPGYPWPLYGNEGMGWAGWLLSPRGSRPSWGPTDPRRRSRNLGKVIDTLTCGFADLMGYIPLVGAPLGGAARALAHGVRVLEDGVNYATGNLPGCSFSIFLLVLLSCLTIPASA, which amino acid positions are active epitope sites?